From a dataset of NCI-60 drug combinations with 297,098 pairs across 59 cell lines. Regression. Given two drug SMILES strings and cell line genomic features, predict the synergy score measuring deviation from expected non-interaction effect. (1) Drug 1: C1=CC(=C2C(=C1NCCNCCO)C(=O)C3=C(C=CC(=C3C2=O)O)O)NCCNCCO. Drug 2: C1=CC=C(C(=C1)C(C2=CC=C(C=C2)Cl)C(Cl)Cl)Cl. Cell line: BT-549. Synergy scores: CSS=43.8, Synergy_ZIP=5.50, Synergy_Bliss=7.13, Synergy_Loewe=-25.7, Synergy_HSA=7.34. (2) Drug 1: CN1C(=O)N2C=NC(=C2N=N1)C(=O)N. Drug 2: CC1C(C(CC(O1)OC2CC(CC3=C2C(=C4C(=C3O)C(=O)C5=CC=CC=C5C4=O)O)(C(=O)C)O)N)O. Cell line: IGROV1. Synergy scores: CSS=38.0, Synergy_ZIP=-3.40, Synergy_Bliss=-5.69, Synergy_Loewe=-37.2, Synergy_HSA=-6.11. (3) Drug 1: CN(C(=O)NC(C=O)C(C(C(CO)O)O)O)N=O. Drug 2: C1CN(P(=O)(OC1)NCCCl)CCCl. Cell line: UO-31. Synergy scores: CSS=-4.86, Synergy_ZIP=4.68, Synergy_Bliss=3.74, Synergy_Loewe=0.653, Synergy_HSA=-2.43. (4) Drug 1: CN1CCC(CC1)COC2=C(C=C3C(=C2)N=CN=C3NC4=C(C=C(C=C4)Br)F)OC. Drug 2: CS(=O)(=O)OCCCCOS(=O)(=O)C. Cell line: SK-OV-3. Synergy scores: CSS=15.6, Synergy_ZIP=-7.18, Synergy_Bliss=0.175, Synergy_Loewe=-19.1, Synergy_HSA=-0.376. (5) Drug 1: CN1CCC(CC1)COC2=C(C=C3C(=C2)N=CN=C3NC4=C(C=C(C=C4)Br)F)OC. Drug 2: CCN(CC)CCCC(C)NC1=C2C=C(C=CC2=NC3=C1C=CC(=C3)Cl)OC. Cell line: SF-268. Synergy scores: CSS=19.0, Synergy_ZIP=-0.0740, Synergy_Bliss=1.91, Synergy_Loewe=-6.53, Synergy_HSA=-1.23. (6) Drug 1: CC1=C(C=C(C=C1)NC2=NC=CC(=N2)N(C)C3=CC4=NN(C(=C4C=C3)C)C)S(=O)(=O)N.Cl. Drug 2: CNC(=O)C1=CC=CC=C1SC2=CC3=C(C=C2)C(=NN3)C=CC4=CC=CC=N4. Cell line: BT-549. Synergy scores: CSS=-1.36, Synergy_ZIP=2.20, Synergy_Bliss=1.96, Synergy_Loewe=-1.15, Synergy_HSA=-0.775.